Dataset: Forward reaction prediction with 1.9M reactions from USPTO patents (1976-2016). Task: Predict the product of the given reaction. (1) Given the reactants [H-].[Al+3].[Li+].[H-].[H-].[H-].[Br:7][C:8]1[CH:9]=[C:10]([CH:14]([F:20])[C:15](OCC)=[O:16])[CH:11]=[CH:12][CH:13]=1, predict the reaction product. The product is: [Br:7][C:8]1[CH:9]=[C:10]([CH:14]([F:20])[CH2:15][OH:16])[CH:11]=[CH:12][CH:13]=1. (2) Given the reactants [OH:1][C:2]1[C:7]([CH3:8])=[CH:6][C:5]([C:9]2[C:10]([C:27]([NH2:29])=[O:28])=[C:11]3[C:20]4[C:15](=[CH:16][C:17]([O:23][CH3:24])=[C:18]([O:21][CH3:22])[CH:19]=4)[CH2:14][CH2:13][N:12]3[C:25]=2[CH3:26])=[CH:4][C:3]=1[CH3:30].Cl[CH2:32][C:33](=O)[CH3:34].C1(C)C=CC=CC=1, predict the reaction product. The product is: [CH3:24][O:23][C:17]1[CH:16]=[C:15]2[C:20](=[CH:19][C:18]=1[O:21][CH3:22])[C:11]1=[C:10]([C:27]3[O:28][C:33]([CH3:34])=[CH:32][N:29]=3)[C:9]([C:5]3[CH:6]=[C:7]([CH3:8])[C:2]([OH:1])=[C:3]([CH3:30])[CH:4]=3)=[C:25]([CH3:26])[N:12]1[CH2:13][CH2:14]2. (3) The product is: [Cl:1][C:2]1[CH:7]=[CH:6][C:5]([C:8]2[S:9][C:10]([CH2:14][O:15][CH2:16][CH:17]3[CH2:22][CH2:21][CH2:20][N:19]([C:31]4[CH:32]=[C:27]([CH:28]=[CH:29][CH:30]=4)[C:25]([O:24][CH3:23])=[O:26])[CH2:18]3)=[C:11]([CH3:13])[N:12]=2)=[CH:4][CH:3]=1. Given the reactants [Cl:1][C:2]1[CH:7]=[CH:6][C:5]([C:8]2[S:9][C:10]([CH2:14][O:15][CH2:16][CH:17]3[CH2:22][CH2:21][CH2:20][NH:19][CH2:18]3)=[C:11]([CH3:13])[N:12]=2)=[CH:4][CH:3]=1.[CH3:23][O:24][C:25]([C:27]1[CH:28]=[C:29](OB(O)O)[CH:30]=[CH:31][CH:32]=1)=[O:26], predict the reaction product. (4) Given the reactants [CH2:1]([C:3]1[C:13]([CH2:14][C:15]2[CH:23]=[CH:22][C:18]([C:19](O)=[O:20])=[CH:17][CH:16]=2)=[C:6]2[N:7]=[C:8]([CH3:12])[CH:9]=[C:10]([CH3:11])[N:5]2[N:4]=1)[CH3:2].CC1C=C(C)C=C(C)N=1.[C:33]([O:37][C:38]([N:40]1[CH2:45][CH2:44][CH:43]([C:46]([NH:48][NH2:49])=[O:47])[CH2:42][CH2:41]1)=[O:39])([CH3:36])([CH3:35])[CH3:34].C(Cl)CCl.C1C=CC2N(O)N=NC=2C=1, predict the reaction product. The product is: [C:33]([O:37][C:38]([N:40]1[CH2:45][CH2:44][CH:43]([C:46]([NH:48][NH:49][C:19](=[O:20])[C:18]2[CH:17]=[CH:16][C:15]([CH2:14][C:13]3[C:3]([CH2:1][CH3:2])=[N:4][N:5]4[C:10]([CH3:11])=[CH:9][C:8]([CH3:12])=[N:7][C:6]=34)=[CH:23][CH:22]=2)=[O:47])[CH2:42][CH2:41]1)=[O:39])([CH3:36])([CH3:34])[CH3:35]. (5) Given the reactants [CH3:1][O:2][C:3](=[O:21])[C:4]1[CH:9]=[C:8]([O:10][CH2:11][C:12]2[CH:17]=[CH:16][CH:15]=[CH:14][C:13]=2[CH3:18])[CH:7]=[C:6]([CH2:19]O)[CH:5]=1.P(OBr)(OBr)(O[Br:25])=O, predict the reaction product. The product is: [CH3:1][O:2][C:3](=[O:21])[C:4]1[CH:9]=[C:8]([O:10][CH2:11][C:12]2[CH:17]=[CH:16][CH:15]=[CH:14][C:13]=2[CH3:18])[CH:7]=[C:6]([CH2:19][Br:25])[CH:5]=1. (6) Given the reactants [NH2:1][C:2]1[CH:16]=[C:15]([C:17]([NH:19][CH2:20][CH:21]2[O:26][C:25]3[CH:27]=[CH:28][CH:29]=[CH:30][C:24]=3[O:23][CH2:22]2)=[O:18])[CH:14]=[CH:13][C:3]=1[C:4]([NH:6][CH2:7][CH2:8][CH2:9][O:10][CH2:11][CH3:12])=[O:5].[C:31](Cl)(Cl)=[S:32], predict the reaction product. The product is: [O:26]1[C:25]2[CH:27]=[CH:28][CH:29]=[CH:30][C:24]=2[O:23][CH2:22][CH:21]1[CH2:20][NH:19][C:17]([C:15]1[CH:16]=[C:2]2[C:3]([C:4](=[O:5])[N:6]([CH2:7][CH2:8][CH2:9][O:10][CH2:11][CH3:12])[C:31](=[S:32])[NH:1]2)=[CH:13][CH:14]=1)=[O:18].